From a dataset of Reaction yield outcomes from USPTO patents with 853,638 reactions. Predict the reaction yield, written as a fraction of the theoretical maximum amount of product (1.0 means a 100% yield; for example, 0.34 means a 34% yield). (1) The catalyst is CN(C)C=O. The yield is 0.302. The product is [Br:18][C:19]1[CH:24]=[C:23]([CH3:25])[N:22]=[C:21]([CH2:26][NH:27][C:14]([C@@H:9]2[CH2:10][C@@H:11]([F:13])[CH2:12][N:8]2[C:6]([O:5][C:1]([CH3:2])([CH3:3])[CH3:4])=[O:7])=[O:16])[CH:20]=1. The reactants are [C:1]([O:5][C:6]([N:8]1[CH2:12][C@H:11]([F:13])[CH2:10][C@H:9]1[C:14]([OH:16])=O)=[O:7])([CH3:4])([CH3:3])[CH3:2].Cl.[Br:18][C:19]1[CH:24]=[C:23]([CH3:25])[N:22]=[C:21]([CH2:26][NH2:27])[CH:20]=1.C(N(CC)C(C)C)(C)C.CN(C(ON1N=NC2C=CC=NC1=2)=[N+](C)C)C.F[P-](F)(F)(F)(F)F. (2) The reactants are CI.[CH2:3](Br)C1C=CC=CC=1.[C:11]([C@:15]1([CH3:44])[C@@H:28]2[C@@:19]3([CH2:30][CH2:29][C@:26]4([CH2:27]2)[C@@:21]25[C:37]6[C:32](=[CH:33][CH:34]=[C:35]([OH:39])[C:36]=6[O:38][C@@H:20]32)[CH2:31][C@H:25]4[N:24]([CH2:40]C2CC2)[CH2:23][CH2:22]5)[O:18][CH2:17][O:16]1)([CH3:14])([CH3:13])[CH3:12]. No catalyst specified. The product is [C:11]([C@:15]1([CH3:44])[C@@H:28]2[C@@:19]3([CH2:30][CH2:29][C@@:26]4([CH2:27]2)[C@@:21]25[C:37]6[C:32](=[CH:33][CH:34]=[C:35]([O:39][CH3:3])[C:36]=6[O:38][C@@H:20]32)[CH2:31][C@H:25]4[N:24]([CH3:40])[CH2:23][CH2:22]5)[O:18][CH2:17][O:16]1)([CH3:13])([CH3:12])[CH3:14]. The yield is 0.813. (3) The reactants are [N+:1]([C:4]1[CH:5]=[CH:6][C:7]([N:10]2[CH2:15][CH2:14][S:13](=[O:17])(=[O:16])[CH2:12][CH2:11]2)=[N:8][CH:9]=1)([O-])=O. The catalyst is [Pt].CCO. The yield is 0.510. The product is [O:17]=[S:13]1(=[O:16])[CH2:12][CH2:11][N:10]([C:7]2[N:8]=[CH:9][C:4]([NH2:1])=[CH:5][CH:6]=2)[CH2:15][CH2:14]1. (4) The reactants are Cl[C:2]1[C:3]2[N:4]([C:14]([CH2:18][CH2:19][C:20]([F:23])([F:22])[F:21])=[N:15][C:16]=2[CH3:17])[C:5]2[N:11]=[C:10]([O:12][CH3:13])[CH:9]=[CH:8][C:6]=2[N:7]=1.[NH4+:24]. The catalyst is C(O)C.CO. The product is [CH3:13][O:12][C:10]1[CH:9]=[CH:8][C:6]2[N:7]=[C:2]([NH2:24])[C:3]3[N:4]([C:14]([CH2:18][CH2:19][C:20]([F:23])([F:22])[F:21])=[N:15][C:16]=3[CH3:17])[C:5]=2[N:11]=1. The yield is 0.800. (5) The reactants are C([O:5][C:6](=[O:31])[CH2:7][CH2:8][CH2:9][N:10]1[C:15]2[CH:16]=[CH:17][C:18]([Cl:20])=[CH:19][C:14]=2[C:13]([C:25]#[C:26][CH:27]2[CH2:29][CH2:28]2)([C:21]([F:24])([F:23])[F:22])[O:12][C:11]1=[O:30])(C)(C)C.FC(F)(F)C(O)=O. The catalyst is ClCCl. The product is [Cl:20][C:18]1[CH:17]=[CH:16][C:15]2[N:10]([CH2:9][CH2:8][CH2:7][C:6]([OH:31])=[O:5])[C:11](=[O:30])[O:12][C:13]([C:25]#[C:26][CH:27]3[CH2:28][CH2:29]3)([C:21]([F:22])([F:23])[F:24])[C:14]=2[CH:19]=1. The yield is 0.940. (6) The reactants are [C:12]([O:11][C:9](O[C:9]([O:11][C:12]([CH3:15])([CH3:14])[CH3:13])=[O:10])=[O:10])([CH3:15])([CH3:14])[CH3:13].[CH2:16]([NH2:19])[CH2:17][NH2:18]. The catalyst is ClCCl. The product is [NH2:18][CH2:17][CH2:16][NH:19][C:9]([O:11][C:12]([CH3:13])([CH3:14])[CH3:15])=[O:10]. The yield is 0.500. (7) The reactants are [NH2:1][CH2:2][C:3]1[CH:4]=[C:5]2[C:9](=[CH:10][CH:11]=1)[C:8](=[O:12])[N:7]([CH:13]1[CH2:18][CH2:17][C:16](=[O:19])[NH:15][C:14]1=[O:20])[CH2:6]2.S(O)(=O)(=O)C.[F:26][C:27]([F:34])([CH:31]([F:33])[F:32])[C:28](O)=[O:29].C(N(C(C)C)CC)(C)C.F[P-](F)(F)(F)(F)F.CN(C(N(C)C)=[N+]1C2C(=NC=CC=2)[N+]([O-])=N1)C. The catalyst is CS(C)=O.CN(C)C=O. The product is [O:20]=[C:14]1[CH:13]([N:7]2[CH2:6][C:5]3[C:9](=[CH:10][CH:11]=[C:3]([CH2:2][NH:1][C:28](=[O:29])[C:27]([F:34])([F:26])[CH:31]([F:33])[F:32])[CH:4]=3)[C:8]2=[O:12])[CH2:18][CH2:17][C:16](=[O:19])[NH:15]1. The yield is 0.239. (8) The reactants are [H-].[H-].[H-].[H-].[Li+].[Al+3].[CH2:7]([N:14]1[CH2:18][CH:17]2[C:19](=O)[NH:20][C:21](=O)[CH:16]2[CH2:15]1)[C:8]1[CH:13]=[CH:12][CH:11]=[CH:10][CH:9]=1.[C:24](O[C:24]([O:26][C:27]([CH3:30])([CH3:29])[CH3:28])=[O:25])([O:26][C:27]([CH3:30])([CH3:29])[CH3:28])=[O:25].C([O-])(O)=O.[Na+]. The catalyst is C1COCC1. The product is [C:27]([O:26][C:24]([N:20]1[CH2:19][CH:17]2[CH:16]([CH2:15][N:14]([CH2:7][C:8]3[CH:13]=[CH:12][CH:11]=[CH:10][CH:9]=3)[CH2:18]2)[CH2:21]1)=[O:25])([CH3:30])([CH3:29])[CH3:28]. The yield is 0.530. (9) The reactants are [CH2:1]([O:3][C:4](=[O:30])[C:5]([N:7]([CH2:19][C:20]1[CH:21]=[CH:22][C:23]2[O:27][CH:26]=[C:25](Br)[C:24]=2[CH:29]=1)[CH2:8][C:9]1[CH:14]=[CH:13][C:12]([C:15]([F:18])([F:17])[F:16])=[CH:11][CH:10]=1)=[O:6])[CH3:2].[CH:31]#[C:32][CH2:33][CH2:34][CH2:35][CH2:36][CH2:37][CH2:38][CH2:39][CH3:40]. No catalyst specified. The product is [CH2:1]([O:3][C:4](=[O:30])[C:5]([N:7]([CH2:19][C:20]1[CH:21]=[CH:22][C:23]2[O:27][CH:26]=[C:25]([C:31]#[C:32][CH2:33][CH2:34][CH2:35][CH2:36][CH2:37][CH2:38][CH2:39][CH3:40])[C:24]=2[CH:29]=1)[CH2:8][C:9]1[CH:14]=[CH:13][C:12]([C:15]([F:18])([F:17])[F:16])=[CH:11][CH:10]=1)=[O:6])[CH3:2]. The yield is 0.400.